This data is from Peptide-MHC class I binding affinity with 185,985 pairs from IEDB/IMGT. The task is: Regression. Given a peptide amino acid sequence and an MHC pseudo amino acid sequence, predict their binding affinity value. This is MHC class I binding data. (1) The peptide sequence is RQIINTWHKV. The MHC is Mamu-B03 with pseudo-sequence Mamu-B03. The binding affinity (normalized) is 0.347. (2) The MHC is Patr-A0901 with pseudo-sequence Patr-A0901. The binding affinity (normalized) is 0.446. The peptide sequence is AYISSEATTPN. (3) The peptide sequence is GEGSGARLL. The MHC is HLA-A11:01 with pseudo-sequence HLA-A11:01. The binding affinity (normalized) is 0.0847. (4) The peptide sequence is IMQVFFGYFA. The MHC is HLA-A68:02 with pseudo-sequence HLA-A68:02. The binding affinity (normalized) is 0.222. (5) The MHC is HLA-B58:01 with pseudo-sequence HLA-B58:01. The binding affinity (normalized) is 0.0847. The peptide sequence is TMLYNKMEF. (6) The peptide sequence is HPGFTILALF. The MHC is HLA-B53:01 with pseudo-sequence HLA-B53:01. The binding affinity (normalized) is 0.996. (7) The peptide sequence is PFVQWFVGL. The MHC is Patr-A0701 with pseudo-sequence Patr-A0701. The binding affinity (normalized) is 0.413.